Task: Predict the reactants needed to synthesize the given product.. Dataset: Full USPTO retrosynthesis dataset with 1.9M reactions from patents (1976-2016) The reactants are: [CH3:1][C:2]1([CH3:12])[O:6][C:5](=[CH:7][C:8](Cl)=[O:9])[C:4](=[O:11])[O:3]1.[Cl:13][C:14]1[CH:23]=[C:22]([F:24])[CH:21]=[CH:20][C:15]=1[CH2:16][NH:17][O:18][CH3:19]. Given the product [Cl:13][C:14]1[CH:23]=[C:22]([F:24])[CH:21]=[CH:20][C:15]=1[CH2:16][N:17]([O:18][CH3:19])[C:8](=[O:9])[CH:7]=[C:5]1[C:4](=[O:11])[O:3][C:2]([CH3:12])([CH3:1])[O:6]1, predict the reactants needed to synthesize it.